Dataset: Reaction yield outcomes from USPTO patents with 853,638 reactions. Task: Predict the reaction yield, written as a fraction of the theoretical maximum amount of product (1.0 means a 100% yield; for example, 0.34 means a 34% yield). (1) The reactants are [C:1]([NH:5][C:6]1[C:7]([CH3:26])=[N:8][C:9]2[C:14]([N:15]=1)=[C:13]([C:16](=O)[CH2:17][C:18](=O)[C:19]([O:21][CH2:22][CH3:23])=[O:20])[CH:12]=[CH:11][CH:10]=2)([CH3:4])([CH3:3])[CH3:2].[NH2:27][NH2:28]. The catalyst is CC(O)=O. The product is [C:1]([NH:5][C:6]1[C:7]([CH3:26])=[N:8][C:9]2[C:14]([N:15]=1)=[C:13]([C:16]1[NH:28][N:27]=[C:18]([C:19]([O:21][CH2:22][CH3:23])=[O:20])[CH:17]=1)[CH:12]=[CH:11][CH:10]=2)([CH3:4])([CH3:3])[CH3:2]. The yield is 0.760. (2) The reactants are Cl[C:2]1[CH:7]=[CH:6][C:5]([CH3:8])=[CH:4][C:3]=1[CH3:9].[CH2:10]([NH2:14])[CH:11]([CH3:13])[CH3:12].O1CCCC1. No catalyst specified. The product is [CH3:9][C:3]1[CH:4]=[C:5]([CH3:8])[CH:6]=[CH:7][C:2]=1[NH:14][CH2:10][CH:11]([CH3:13])[CH3:12]. The yield is 0.960. (3) The reactants are [C:1]([OH:6])(=[O:5])[CH2:2][CH2:3][CH3:4].[CH:7](O)(C)[CH3:8].[N:11]1([C:17](=[S:19])[NH2:18])[CH2:16][CH2:15][O:14][CH2:13][CH2:12]1. No catalyst specified. The product is [CH3:4][C:3]1[N:18]=[C:17]([N:11]2[CH2:16][CH2:15][O:14][CH2:13][CH2:12]2)[S:19][C:2]=1[C:1]([O:6][CH2:7][CH3:8])=[O:5]. The yield is 0.820. (4) The reactants are [OH:1][CH2:2][CH2:3][S:4][C:5]1[CH:6]=[C:7]([C:15]2[C:19]3[CH2:20][N:21]([S:24]([CH3:27])(=[O:26])=[O:25])[CH2:22][CH2:23][C:18]=3[N:17]([CH2:28][CH2:29][CH:30]=O)[N:16]=2)[CH:8]=[CH:9][C:10]=1[C:11]([F:14])([F:13])[F:12].[C:32]([OH:35])(=O)[CH3:33].[BH-](O[C:46]([CH3:48])=O)(OC(C)=O)OC(C)=O.[Na+].[OH-].[Na+]. The catalyst is C(Cl)Cl. The product is [OH:1][CH2:2][CH2:3][S:4][C:5]1[CH:6]=[C:7]([C:15]2[C:19]3[CH2:20][N:21]([S:24]([CH3:27])(=[O:26])=[O:25])[CH2:22][CH2:23][C:18]=3[N:17]([CH2:28][CH2:29][CH2:30][N:21]3[CH2:22][CH2:23][CH:18]([N:17]4[CH2:46][CH2:48][CH2:33][C:32]4=[O:35])[CH2:19][CH2:20]3)[N:16]=2)[CH:8]=[CH:9][C:10]=1[C:11]([F:13])([F:14])[F:12]. The yield is 0.530. (5) No catalyst specified. The yield is 0.655. The reactants are [NH:1]1[C:5](B(O)O)=[CH:4][CH:3]=[N:2]1.Cl[C:10]1[N:15]=[C:14]([C:16]2[CH:21]=[CH:20][CH:19]=[C:18]([C:22]#[C:23][C@:24]3([OH:31])[CH2:28][CH2:27][N:26]([CH3:29])[C:25]3=[O:30])[CH:17]=2)[N:13]=[C:12]([C:32]([O:34][CH2:35][CH3:36])=[O:33])[CH:11]=1. The product is [OH:31][C@@:24]1([C:23]#[C:22][C:18]2[CH:17]=[C:16]([C:14]3[N:13]=[C:12]([C:32]([O:34][CH2:35][CH3:36])=[O:33])[CH:11]=[C:10]([C:5]4[NH:1][N:2]=[CH:3][CH:4]=4)[N:15]=3)[CH:21]=[CH:20][CH:19]=2)[CH2:28][CH2:27][N:26]([CH3:29])[C:25]1=[O:30]. (6) The yield is 0.600. No catalyst specified. The reactants are [CH:1]([NH:3][NH2:4])=[O:2].[Br:5][C:6]1[CH:7]=[C:8]([C:17]#[N:18])[C:9]([NH:12]C(=O)OC)=[N:10][CH:11]=1.[CH3:19]N1CCCC1=O. The product is [Br:5][C:6]1[CH:11]=[N:10][C:9]2[NH:12][C:1](=[O:2])[N:3]3[N:4]=[CH:19][N:18]=[C:17]3[C:8]=2[CH:7]=1.